The task is: Regression. Given two drug SMILES strings and cell line genomic features, predict the synergy score measuring deviation from expected non-interaction effect.. This data is from NCI-60 drug combinations with 297,098 pairs across 59 cell lines. Drug 1: C1C(C(OC1N2C=NC3=C(N=C(N=C32)Cl)N)CO)O. Drug 2: C1CCC(C(C1)N)N.C(=O)(C(=O)[O-])[O-].[Pt+4]. Cell line: OVCAR-8. Synergy scores: CSS=47.4, Synergy_ZIP=-5.17, Synergy_Bliss=-5.90, Synergy_Loewe=-12.7, Synergy_HSA=0.400.